Dataset: Kir2.1 potassium channel HTS with 301,493 compounds. Task: Binary Classification. Given a drug SMILES string, predict its activity (active/inactive) in a high-throughput screening assay against a specified biological target. (1) The molecule is O1C(CCC1)COC(=O)Nc1ccccc1. The result is 0 (inactive). (2) The compound is S(=O)(=O)(Nc1c(cc(cc1)C)C)c1cc(ccc1)C(=O)N\N=C\c1cc2OCCOc2cc1. The result is 0 (inactive).